Dataset: Full USPTO retrosynthesis dataset with 1.9M reactions from patents (1976-2016). Task: Predict the reactants needed to synthesize the given product. (1) The reactants are: [N+:1]([C:4]1[CH:11]=[N:10][CH:9]=[CH:8][C:5]=1[CH:6]=[O:7])([O-:3])=[O:2].[OH:12][CH2:13][CH:14]([CH2:17]O)[CH2:15][OH:16].C1(C)C=CC(S(O)(=O)=O)=CC=1. Given the product [N+:1]([C:4]1[CH:11]=[N:10][CH:9]=[CH:8][C:5]=1[CH:6]1[O:12][CH2:13][CH:14]([CH2:15][OH:16])[CH2:17][O:7]1)([O-:3])=[O:2], predict the reactants needed to synthesize it. (2) Given the product [CH:32]1([C:30]2[CH:29]=[C:28]([F:35])[C:25]3[C:26](=[O:27])[N:20]([C:7]4[CH:8]=[CH:9][CH:10]=[C:11]([C:12]5[CH:17]=[CH:16][N:15]=[C:14]6[NH:18][C:42]([C:38]7[CH:37]=[N:36][CH:41]=[CH:40][CH:39]=7)=[N:19][C:13]=56)[C:6]=4[CH2:5][OH:4])[CH2:21][CH2:22][O:23][C:24]=3[CH:31]=2)[CH2:33][CH2:34]1, predict the reactants needed to synthesize it. The reactants are: C([O:4][CH2:5][C:6]1[C:11]([C:12]2[CH:17]=[CH:16][N:15]=[C:14]([NH2:18])[C:13]=2[NH2:19])=[CH:10][CH:9]=[CH:8][C:7]=1[N:20]1[C:26](=[O:27])[C:25]2[C:28]([F:35])=[CH:29][C:30]([CH:32]3[CH2:34][CH2:33]3)=[CH:31][C:24]=2[O:23][CH2:22][CH2:21]1)(=O)C.[N:36]1[CH:41]=[CH:40][CH:39]=[C:38]([CH:42]=O)[CH:37]=1.[Li+].[OH-].ClC1C=C(F)C(C(OC)=O)=C(F)C=1. (3) Given the product [CH3:24][N:12]1[C:11]2[C:10]([C:18]3[CH:19]=[CH:20][CH:21]=[CH:22][CH:23]=3)=[CH:9][CH:8]=[C:7]([C:1]3[CH:2]=[CH:3][CH:4]=[CH:5][CH:6]=3)[C:15]=2[N:14]=[C:13]1[CH:16]=[O:17], predict the reactants needed to synthesize it. The reactants are: [C:1]1([C:7]2[C:15]3[N:14]=[C:13]([CH:16]=[O:17])[NH:12][C:11]=3[C:10]([C:18]3[CH:23]=[CH:22][CH:21]=[CH:20][CH:19]=3)=[CH:9][CH:8]=2)[CH:6]=[CH:5][CH:4]=[CH:3][CH:2]=1.[C:24]([O-])([O-])=O.[K+].[K+].S(OC)(OC)(=O)=O.O. (4) The reactants are: [NH2:1][C@@H:2]([C:7]([OH:9])=[O:8])[C:3]([SH:6])([CH3:5])[CH3:4].[OH-].[Na+].Br[CH2:13][CH2:14][OH:15].C(=O)([O-])[O-].[Na+].[Na+].[C:22]([O:26][C:27]1[CH:32]=[CH:31][C:30]([S:33](Cl)(=[O:35])=[O:34])=[CH:29][CH:28]=1)#[C:23][CH2:24][CH3:25]. Given the product [CH2:22]([O:26][C:27]1[CH:32]=[CH:31][C:30]([S:33]([NH:1][C@H:2]([C:7]([OH:9])=[O:8])[C:3]([S:6][CH2:13][CH2:14][OH:15])([CH3:5])[CH3:4])(=[O:35])=[O:34])=[CH:29][CH:28]=1)[C:23]#[C:24][CH3:25], predict the reactants needed to synthesize it. (5) Given the product [CH3:28][O:1][C:2]1[C:7]([O:8][CH3:9])=[C:6]([O:10][CH3:11])[CH:5]=[CH:4][C:3]=1[C:12]([C:14]1[CH:15]=[C:16]([O:24][CH3:25])[C:17]([O:22][CH3:23])=[C:18]([O:20][CH3:21])[CH:19]=1)=[O:13], predict the reactants needed to synthesize it. The reactants are: [OH:1][C:2]1[C:7]([O:8][CH3:9])=[C:6]([O:10][CH3:11])[CH:5]=[CH:4][C:3]=1[C:12]([C:14]1[CH:19]=[C:18]([O:20][CH3:21])[C:17]([O:22][CH3:23])=[C:16]([O:24][CH3:25])[CH:15]=1)=[O:13].IC.[C:28]([O-])([O-])=O.[Na+].[Na+].COC1C=C(C(C2C=CC(OC)=C(OC)C=2OC)=O)C=C(OC)C=1. (6) Given the product [CH2:21]([O:28][C:29](=[O:37])[CH2:30][C@@H:31]([NH:36][C:16](=[O:18])[CH2:15][CH2:14][CH2:13][CH2:12][CH2:11][CH2:10][CH2:9][CH2:8][CH2:7][C:1]1[CH:2]=[CH:3][CH:4]=[CH:5][CH:6]=1)[CH2:32][N:33]([CH3:34])[CH3:35])[C:22]1[CH:27]=[CH:26][CH:25]=[CH:24][CH:23]=1, predict the reactants needed to synthesize it. The reactants are: [C:1]1([CH2:7][CH2:8][CH2:9][CH2:10][CH2:11][CH2:12][CH2:13][CH2:14][CH2:15][C:16]([OH:18])=O)[CH:6]=[CH:5][CH:4]=[CH:3][CH:2]=1.Cl.Cl.[CH2:21]([O:28][C:29](=[O:37])[CH2:30][C@@H:31]([NH2:36])[CH2:32][N:33]([CH3:35])[CH3:34])[C:22]1[CH:27]=[CH:26][CH:25]=[CH:24][CH:23]=1. (7) Given the product [N+:8]([C:5]1[N:6]=[CH:7][C:2]([N:18]2[CH:11]3[CH2:17][CH2:16][CH:15]2[CH2:14][N:13]([C:19]([O:21][C:22]([CH3:25])([CH3:24])[CH3:23])=[O:20])[CH2:12]3)=[CH:3][CH:4]=1)([O-:10])=[O:9], predict the reactants needed to synthesize it. The reactants are: Br[C:2]1[CH:3]=[CH:4][C:5]([N+:8]([O-:10])=[O:9])=[N:6][CH:7]=1.[CH:11]12[NH:18][CH:15]([CH2:16][CH2:17]1)[CH2:14][N:13]([C:19]([O:21][C:22]([CH3:25])([CH3:24])[CH3:23])=[O:20])[CH2:12]2.C(=O)([O-])[O-].[Cs+].[Cs+]. (8) Given the product [CH2:1]([N:8]([CH2:20][C@H:21]1[CH2:30][CH2:29][C:28]2[C:23](=[CH:24][CH:25]=[C:26]([I:31])[CH:27]=2)[O:22]1)[CH2:9][C@H:10]([O:19][Si:32]([C:35]([CH3:38])([CH3:37])[CH3:36])([CH3:34])[CH3:33])[CH2:11][O:12][C:13]1[CH:18]=[CH:17][CH:16]=[CH:15][CH:14]=1)[C:2]1[CH:3]=[CH:4][CH:5]=[CH:6][CH:7]=1, predict the reactants needed to synthesize it. The reactants are: [CH2:1]([N:8]([CH2:20][C@H:21]1[CH2:30][CH2:29][C:28]2[C:23](=[CH:24][CH:25]=[C:26]([I:31])[CH:27]=2)[O:22]1)[CH2:9][C@H:10]([OH:19])[CH2:11][O:12][C:13]1[CH:18]=[CH:17][CH:16]=[CH:15][CH:14]=1)[C:2]1[CH:7]=[CH:6][CH:5]=[CH:4][CH:3]=1.[Si:32](Cl)([C:35]([CH3:38])([CH3:37])[CH3:36])([CH3:34])[CH3:33].N1C=CN=C1.O. (9) The reactants are: COC1C=CC(C[N:8](CC2C=CC(OC)=CC=2)[S:9]([CH2:12][C@@H:13]([CH3:17])[CH2:14][CH:15]=[CH2:16])(=[O:11])=[O:10])=CC=1.COC1C=CC(C[N:36](CC2C=CC(OC)=CC=2)[S:37]([CH2:40][C@H:41]([CH3:45])[CH2:42][CH:43]=[CH2:44])(=[O:39])=[O:38])=CC=1. Given the product [CH3:17][C@@H:13]([CH2:14][CH:15]=[CH2:16])[CH2:12][S:9]([NH2:8])(=[O:11])=[O:10].[CH3:45][C@H:41]([CH2:42][CH:43]=[CH2:44])[CH2:40][S:37]([NH2:36])(=[O:39])=[O:38], predict the reactants needed to synthesize it.